Dataset: Full USPTO retrosynthesis dataset with 1.9M reactions from patents (1976-2016). Task: Predict the reactants needed to synthesize the given product. (1) Given the product [I-:21].[CH3:20][N+:13]1[CH:12]=[CH:11][C:10]([C:7]2[CH:8]=[CH:9][C:4]([N+:1]([O-:3])=[O:2])=[C:5]([O:16][CH:17]([CH3:19])[CH3:18])[CH:6]=2)=[CH:15][CH:14]=1, predict the reactants needed to synthesize it. The reactants are: [N+:1]([C:4]1[CH:9]=[CH:8][C:7]([C:10]2[CH:15]=[CH:14][N:13]=[CH:12][CH:11]=2)=[CH:6][C:5]=1[O:16][CH:17]([CH3:19])[CH3:18])([O-:3])=[O:2].[CH3:20][I:21]. (2) The reactants are: [N+:1]([C:4]1[CH:5]=[N:6][NH:7][CH:8]=1)([O-:3])=[O:2].[H-].[Na+].[CH3:11]I. Given the product [CH3:11][N:6]1[CH:5]=[C:4]([N+:1]([O-:3])=[O:2])[CH:8]=[N:7]1, predict the reactants needed to synthesize it. (3) Given the product [CH:30]([O:29][C:28]([N:4]([C@@H:14]([C:16]1[CH:17]=[CH:18][CH:19]=[CH:20][CH:21]=1)[CH3:15])[C:5](=[O:13])[CH:6]([CH2:24][CH:22]=[CH2:23])[CH2:7][CH2:8][CH2:9][CH2:10][CH2:11][CH3:12])=[O:33])([CH3:32])[CH3:31], predict the reactants needed to synthesize it. The reactants are: C([N:4]([C@@H:14]([C:16]1[CH:21]=[CH:20][CH:19]=[CH:18][CH:17]=1)[CH3:15])[C:5](=[O:13])[CH2:6][CH2:7][CH2:8][CH2:9][CH2:10][CH2:11][CH3:12])C=C.[C:22]([Mg]Cl)(C)([CH3:24])[CH3:23].[C:28](Cl)(=[O:33])[O:29][CH:30]([CH3:32])[CH3:31].Cl. (4) Given the product [N+:28]([C:24]1[C:25]([NH2:27])=[N:26][C:21]([NH:19][CH2:18][CH:15]2[CH2:14][CH2:13][N:12]([S:9]([CH2:8][CH2:7][C:1]3[CH:6]=[CH:5][CH:4]=[CH:3][CH:2]=3)(=[O:10])=[O:11])[CH2:17][CH2:16]2)=[CH:22][CH:23]=1)([O-:30])=[O:29], predict the reactants needed to synthesize it. The reactants are: [C:1]1([CH2:7][CH2:8][S:9]([N:12]2[CH2:17][CH2:16][CH:15]([CH2:18][NH2:19])[CH2:14][CH2:13]2)(=[O:11])=[O:10])[CH:6]=[CH:5][CH:4]=[CH:3][CH:2]=1.Cl[C:21]1[N:26]=[C:25]([NH2:27])[C:24]([N+:28]([O-:30])=[O:29])=[CH:23][CH:22]=1. (5) Given the product [F:8][C:9]1[CH:27]=[C:26]([C:28]2[O:29][C:30]([CH3:33])=[N:31][N:32]=2)[CH:25]=[CH:24][C:10]=1[O:11][C@H:12]1[CH2:16][CH2:15][N:14]([CH:17]2[CH2:18][CH2:19][N:20]([C:44]3[S:48][N:47]=[C:46]([CH:49]([CH3:51])[CH3:50])[N:45]=3)[CH2:21][CH2:22]2)[C:13]1=[O:23], predict the reactants needed to synthesize it. The reactants are: FC(F)(F)C(O)=O.[F:8][C:9]1[CH:27]=[C:26]([C:28]2[O:29][C:30]([CH3:33])=[N:31][N:32]=2)[CH:25]=[CH:24][C:10]=1[O:11][C@H:12]1[CH2:16][CH2:15][N:14]([CH:17]2[CH2:22][CH2:21][NH:20][CH2:19][CH2:18]2)[C:13]1=[O:23].C(N(C(C)C)C(C)C)C.Cl[C:44]1[S:48][N:47]=[C:46]([CH:49]([CH3:51])[CH3:50])[N:45]=1.O. (6) Given the product [Cl:1][C:2]1[CH:7]=[CH:6][C:5]([CH3:8])=[CH:4][C:3]=1[NH:9][C:10]1[N:15]2[N:16]=[CH:17][C:18]([C:19]([NH:42][S:39]([CH2:37][CH3:38])(=[O:41])=[O:40])=[O:20])=[C:14]2[N:13]=[CH:12][C:11]=1[C:22]([N:24]1[CH2:29][CH2:28][C:27]([F:36])([C:30]2[CH:31]=[CH:32][CH:33]=[CH:34][CH:35]=2)[CH2:26][CH2:25]1)=[O:23], predict the reactants needed to synthesize it. The reactants are: [Cl:1][C:2]1[CH:7]=[CH:6][C:5]([CH3:8])=[CH:4][C:3]=1[NH:9][C:10]1[N:15]2[N:16]=[CH:17][C:18]([C:19](O)=[O:20])=[C:14]2[N:13]=[CH:12][C:11]=1[C:22]([N:24]1[CH2:29][CH2:28][C:27]([F:36])([C:30]2[CH:35]=[CH:34][CH:33]=[CH:32][CH:31]=2)[CH2:26][CH2:25]1)=[O:23].[CH2:37]([S:39]([NH2:42])(=[O:41])=[O:40])[CH3:38].